From a dataset of Catalyst prediction with 721,799 reactions and 888 catalyst types from USPTO. Predict which catalyst facilitates the given reaction. (1) Reactant: Cl.CN(C)CCCN=C=NCC.C([N:15]([CH2:18][CH3:19])[CH2:16][CH3:17])C.[OH:20]N1C2C=CC=CC=2N=N1.Cl.[CH3:31][O:32][C:33]1[CH:34]=[C:35]2[C:46]3[CH:39]([CH2:40][CH2:41][C:42]=3[C:43]=1[O:44][CH3:45])[NH:38][CH2:37][CH2:36]2.CN(C)[CH:49]=[O:50]. Product: [CH3:31][O:32][C:33]1[CH:34]=[C:35]2[C:46]3[CH:39]([CH2:40][CH2:41][C:42]=3[C:43]=1[O:44][CH3:45])[N:38]([C:49](=[O:50])[CH2:19][CH2:18][NH:15][C:16](=[O:20])[CH3:17])[CH2:37][CH2:36]2. The catalyst class is: 34. (2) Reactant: [O:1]=[C:2]1[C:6]([C:7](O)=[O:8])=[CH:5][N:4]([CH2:10][C:11]([F:14])([F:13])[F:12])[N:3]1[C:15]1[CH:20]=[CH:19][CH:18]=[CH:17][CH:16]=1.[NH2:21][C:22]1[CH:43]=[CH:42][C:25]([O:26][C:27]2[CH:28]=[CH:29][C:30]3[N:31]([CH:33]=[C:34]([NH:36][C:37]([CH:39]4[CH2:41][CH2:40]4)=[O:38])[N:35]=3)[CH:32]=2)=[C:24]([F:44])[CH:23]=1.CN(C(ON1N=NC2C=CC=NC1=2)=[N+](C)C)C.F[P-](F)(F)(F)(F)F.C(N(C(C)C)CC)(C)C. Product: [CH:39]1([C:37]([NH:36][C:34]2[N:35]=[C:30]3[CH:29]=[CH:28][C:27]([O:26][C:25]4[CH:42]=[CH:43][C:22]([NH:21][C:7]([C:6]5[C:2](=[O:1])[N:3]([C:15]6[CH:20]=[CH:19][CH:18]=[CH:17][CH:16]=6)[N:4]([CH2:10][C:11]([F:12])([F:13])[F:14])[CH:5]=5)=[O:8])=[CH:23][C:24]=4[F:44])=[CH:32][N:31]3[CH:33]=2)=[O:38])[CH2:40][CH2:41]1. The catalyst class is: 9. (3) Reactant: [NH2:1][C:2]1[CH:7]=[CH:6][CH:5]=[C:4](SC)[CH:3]=1.[CH2:10](N(CC)CC)C.[C:17]1([O:23][C:24](Cl)=[O:25])[CH:22]=[CH:21][CH:20]=[CH:19][CH:18]=1.ClC1C=CC=C(C(OO)=O)C=1.[S:38]([O-:42])([O-])(=[O:40])=S.[Na+].[Na+]. Product: [CH3:10][S:38]([C:4]1[CH:3]=[C:2]([NH:1][C:24](=[O:25])[O:23][C:17]2[CH:22]=[CH:21][CH:20]=[CH:19][CH:18]=2)[CH:7]=[CH:6][CH:5]=1)(=[O:42])=[O:40]. The catalyst class is: 253. (4) Product: [CH3:26][N:7]1[C:6]2[CH:8]=[C:9]([O:12][CH:13]3[CH2:18][CH2:17][N:16]([C:19]([O:21][C:22]([CH3:25])([CH3:24])[CH3:23])=[O:20])[CH2:15][CH2:14]3)[CH:10]=[CH:11][C:5]=2[O:4][CH2:3][C:2]1=[O:1]. The catalyst class is: 3. Reactant: [O:1]=[C:2]1[NH:7][C:6]2[CH:8]=[C:9]([O:12][CH:13]3[CH2:18][CH2:17][N:16]([C:19]([O:21][C:22]([CH3:25])([CH3:24])[CH3:23])=[O:20])[CH2:15][CH2:14]3)[CH:10]=[CH:11][C:5]=2[O:4][CH2:3]1.[C:26](=O)([O-])[O-].[Cs+].[Cs+].IC. (5) Reactant: Br[C:2]1[CH:11]=[C:10]2[C:5]([CH2:6][CH:7]([CH3:26])[N:8]([C:12]3[CH:17]=[C:16]([N:18]4[CH2:23][CH2:22][N:21]([CH3:24])[CH2:20][CH2:19]4)[N:15]=[C:14]([NH2:25])[N:13]=3)[CH2:9]2)=[CH:4][CH:3]=1.CC1(C)C(C)(C)OB([C:35]2[CH2:36][CH2:37][N:38]([C:41]([O:43][C:44]([CH3:47])([CH3:46])[CH3:45])=[O:42])[CH2:39][CH:40]=2)O1.ClCCl.C(=O)([O-])[O-].[K+].[K+]. Product: [NH2:25][C:14]1[N:13]=[C:12]([N:8]2[CH:7]([CH3:26])[CH2:6][C:5]3[C:10](=[CH:11][C:2]([C:35]4[CH2:40][CH2:39][N:38]([C:41]([O:43][C:44]([CH3:47])([CH3:46])[CH3:45])=[O:42])[CH2:37][CH:36]=4)=[CH:3][CH:4]=3)[CH2:9]2)[CH:17]=[C:16]([N:18]2[CH2:23][CH2:22][N:21]([CH3:24])[CH2:20][CH2:19]2)[N:15]=1. The catalyst class is: 38. (6) Reactant: Br[C:2]1[CH:3]=[C:4]([CH:10]=[CH:11][CH:12]=1)[C:5]([O:7]CC)=[O:6].[N:13]1([C:19]([O:21][C:22]([CH3:25])([CH3:24])[CH3:23])=[O:20])[CH2:18][CH2:17][NH:16][CH2:15][CH2:14]1.CC([O-])(C)C.[Na+].CC1(C)C2C(=C(P(C3C=CC=CC=3)C3C=CC=CC=3)C=CC=2)OC2C(P(C3C=CC=CC=3)C3C=CC=CC=3)=CC=CC1=2. Product: [C:22]([O:21][C:19]([N:13]1[CH2:18][CH2:17][N:16]([C:2]2[CH:3]=[C:4]([CH:10]=[CH:11][CH:12]=2)[C:5]([OH:7])=[O:6])[CH2:15][CH2:14]1)=[O:20])([CH3:25])([CH3:23])[CH3:24]. The catalyst class is: 62. (7) Reactant: [N:1]1([C:7]2[C:8]([C:13]#[N:14])=[N:9][CH:10]=[CH:11][CH:12]=2)[CH2:6][CH2:5][CH2:4][CH2:3][CH2:2]1.N. Product: [N:1]1([C:7]2[C:8]([CH2:13][NH2:14])=[N:9][CH:10]=[CH:11][CH:12]=2)[CH2:2][CH2:3][CH2:4][CH2:5][CH2:6]1. The catalyst class is: 94. (8) Reactant: [OH:1][C:2]1[CH:11]=[CH:10][C:5]([C:6]([O:8][CH3:9])=[O:7])=[CH:4][CH:3]=1.[Cl-].[Mg+2].[Cl-].[CH2:15]=[O:16]. Product: [CH:15]([C:11]1[CH:10]=[C:5]([CH:4]=[CH:3][C:2]=1[OH:1])[C:6]([O:8][CH3:9])=[O:7])=[O:16]. The catalyst class is: 10. (9) Product: [CH2:1]([O:8][C:9]1[C:17]([F:18])=[CH:16][CH:15]=[C:14]2[C:10]=1[C:11]([CH2:20][CH2:21][OH:22])=[CH:12][NH:13]2)[C:2]1[CH:3]=[CH:4][CH:5]=[CH:6][CH:7]=1. Reactant: [CH2:1]([O:8][C:9]1[C:17]([F:18])=[CH:16][C:15](Br)=[C:14]2[C:10]=1[C:11]([C:20](=O)[C:21](OC)=[O:22])=[CH:12][NH:13]2)[C:2]1[CH:7]=[CH:6][CH:5]=[CH:4][CH:3]=1.[H-].[H-].[H-].[H-].[Li+].[Al+3]. The catalyst class is: 12.